From a dataset of Full USPTO retrosynthesis dataset with 1.9M reactions from patents (1976-2016). Predict the reactants needed to synthesize the given product. (1) Given the product [Br:14][C:15]1[N:23]2[C:18]([N:19]([CH3:24])[N:20]([C:11]([C:9]3[CH:10]=[C:5]4[N:4]=[CH:3][C:2]([Cl:1])=[CH:7][N:6]4[N:8]=3)=[O:13])[CH2:21][CH2:22]2)=[N:17][CH:16]=1, predict the reactants needed to synthesize it. The reactants are: [Cl:1][C:2]1[CH:3]=[N:4][C:5]2[N:6]([N:8]=[C:9]([C:11]([OH:13])=O)[CH:10]=2)[CH:7]=1.[Br:14][C:15]1[N:23]2[C:18]([N:19]([CH3:24])[NH:20][CH2:21][CH2:22]2)=[N:17][CH:16]=1. (2) Given the product [CH3:20][O:19][C:16]1([O:17][CH3:18])[CH2:2][CH2:3][CH:4]([C:7]([O:9][C:10]([CH3:12])([CH3:11])[CH3:13])=[O:8])[CH2:5]1, predict the reactants needed to synthesize it. The reactants are: O=[C:2]1C[CH2:5][CH:4]([C:7]([O:9][C:10]([CH3:13])([CH3:12])[CH3:11])=[O:8])[CH2:3]1.CO[CH:16]([O:19][CH3:20])[O:17][CH3:18].CC1C=CC(S(O)(=O)=O)=CC=1.O. (3) Given the product [C:12]([NH:11][CH2:10][CH2:9][NH:8][C:6]1[C:5]([C:15]2[S:16][CH:17]=[CH:18][CH:19]=2)=[CH:4][N:3]=[C:2]([NH:20][C:21]2[CH:26]=[CH:25][C:24]([S:27]([CH3:35])(=[N:29][C:30]([O:32][CH2:33][CH3:34])=[O:31])=[O:28])=[CH:23][CH:22]=2)[N:7]=1)(=[O:14])[CH3:13], predict the reactants needed to synthesize it. The reactants are: Cl[C:2]1[N:7]=[C:6]([NH:8][CH2:9][CH2:10][NH:11][C:12](=[O:14])[CH3:13])[C:5]([C:15]2[S:16][CH:17]=[CH:18][CH:19]=2)=[CH:4][N:3]=1.[NH2:20][C:21]1[CH:26]=[CH:25][C:24]([S:27]([CH3:35])(=[N:29][C:30]([O:32][CH2:33][CH3:34])=[O:31])=[O:28])=[CH:23][CH:22]=1. (4) Given the product [C:41]([C@@H:39]([C@H:37]([C:36]([OH:45])=[O:44])[OH:38])[OH:40])([OH:43])=[O:42].[CH3:30][C:49]([OH:48])([CH3:50])[CH2:20][CH2:19][N:9]([CH2:8][C:5]1[CH:6]=[CH:7][C:2]([F:1])=[CH:3][C:4]=1[C:25]([F:27])([F:26])[F:28])[CH:10]1[CH2:11][CH2:12][NH:13][CH2:14][CH2:15]1, predict the reactants needed to synthesize it. The reactants are: [F:1][C:2]1[CH:7]=[CH:6][C:5]([CH2:8][N:9]([CH2:19][C:20](O)(C)CC)[CH:10]2[CH2:15][CH2:14][N:13](C([O-])=O)[CH2:12][CH2:11]2)=[C:4]([C:25]([F:28])([F:27])[F:26])[CH:3]=1.F[C:30](F)(F)C(O)=O.[C:36]([OH:45])(=[O:44])[C@@H:37]([C@H:39]([C:41]([OH:43])=[O:42])[OH:40])[OH:38].C([O:48][CH2:49][CH3:50])C. (5) Given the product [CH3:1][O:2][C:3]1[C:4]([CH3:33])=[C:5]([C:24]([O:31][CH3:32])=[C:25]([O:29][CH3:30])[C:26]=1[O:27][CH3:28])[CH2:6][C:7]1[CH:8]=[CH:9][C:10]([OH:16])=[C:11]([CH:15]=1)[C:12]([OH:14])=[O:13], predict the reactants needed to synthesize it. The reactants are: [CH3:1][O:2][C:3]1[C:4]([CH3:33])=[C:5]([C:24]([O:31][CH3:32])=[C:25]([O:29][CH3:30])[C:26]=1[O:27][CH3:28])[CH2:6][C:7]1[CH:8]=[CH:9][C:10]([O:16]CC2C=CC=CC=2)=[C:11]([CH:15]=1)[C:12]([OH:14])=[O:13].[H][H].